Dataset: Catalyst prediction with 721,799 reactions and 888 catalyst types from USPTO. Task: Predict which catalyst facilitates the given reaction. (1) Reactant: [CH3:1][O:2][C:3]([C@@H:5]([N:13]1[CH2:21][C:17]2[CH:18]=[CH:19][S:20][C:16]=2[CH2:15][CH2:14]1)[C:6]1[CH:7]=[CH:8][CH:9]=[CH:10][C:11]=1[Cl:12])=[O:4].[S:22](=[O:26])(=[O:25])([OH:24])[OH:23]. Product: [CH3:1][O:2][C:3]([C@@H:5]([N:13]1[CH2:21][C:17]2[CH:18]=[CH:19][S:20][C:16]=2[CH2:15][CH2:14]1)[C:6]1[CH:7]=[CH:8][CH:9]=[CH:10][C:11]=1[Cl:12])=[O:4].[OH:25][S:22]([OH:26])(=[O:24])=[O:23]. The catalyst class is: 15. (2) Reactant: [CH:1]1([B-](F)(F)F)[CH2:3][CH2:2]1.[K+].C12(C(C34CC5CC(CC(C5)C3)C4)CCCP)CC3CC(CC(C3)C1)C2.C([O-])([O-])=O.[Cs+].[Cs+].Cl[C:41]1[CH:46]=[C:45]([N+:47]([O-:49])=[O:48])[CH:44]=[CH:43][N:42]=1. Product: [CH:1]1([C:41]2[CH:46]=[C:45]([N+:47]([O-:49])=[O:48])[CH:44]=[CH:43][N:42]=2)[CH2:3][CH2:2]1. The catalyst class is: 498. (3) Reactant: [CH3:1][O:2][C:3]1[CH:8]=[CH:7][C:6]([C:9](=[O:14])[CH2:10][CH:11]([CH3:13])[CH3:12])=[CH:5][C:4]=1[O:15][CH2:16][CH2:17][CH2:18][O:19][CH3:20].[CH2:21](N(CC)CC)C.CN(C(N(C)C)N(C)C)C.[CH3:38][C:39]1[O:40][C:41](=[O:44])[CH2:42][N:43]=1. Product: [CH:11]([C:10]1[CH:21]=[C:42]([NH:43][C:39](=[O:40])[CH3:38])[C:41](=[O:44])[O:14][C:9]=1[C:6]1[CH:7]=[CH:8][C:3]([O:2][CH3:1])=[C:4]([O:15][CH2:16][CH2:17][CH2:18][O:19][CH3:20])[CH:5]=1)([CH3:13])[CH3:12]. The catalyst class is: 11. (4) Product: [C:2]([CH2:4][C:5]1[CH:6]=[CH:7][C:8]([CH2:9][C:10]2([CH2:16][N:17]([C@@H:24]3[CH2:26][C@H:25]3[C:27]3[CH:32]=[CH:31][CH:30]=[CH:29][CH:28]=3)[C:18](=[O:23])[C:19]([F:21])([F:22])[F:20])[CH2:15][CH2:14][N:13]([CH2:35][C:37]3([C:40]([O:42][C:43]([CH3:46])([CH3:45])[CH3:44])=[O:41])[CH2:38][CH2:39]3)[CH2:12][CH2:11]2)=[CH:33][CH:34]=1)#[N:3]. Reactant: Cl.[C:2]([CH2:4][C:5]1[CH:34]=[CH:33][C:8]([CH2:9][C:10]2([CH2:16][N:17]([C@@H:24]3[CH2:26][C@H:25]3[C:27]3[CH:32]=[CH:31][CH:30]=[CH:29][CH:28]=3)[C:18](=[O:23])[C:19]([F:22])([F:21])[F:20])[CH2:15][CH2:14][NH:13][CH2:12][CH2:11]2)=[CH:7][CH:6]=1)#[N:3].[CH:35]([C:37]1([C:40]([O:42][C:43]([CH3:46])([CH3:45])[CH3:44])=[O:41])[CH2:39][CH2:38]1)=O.C(O)(=O)C.C(O[BH-](OC(=O)C)OC(=O)C)(=O)C.[Na+]. The catalyst class is: 2. (5) Reactant: [C:1]([Li])(C)(C)[CH3:2].[CH2:6]([C:10]1[CH:11]=[C:12]([C:16]([OH:18])=[O:17])[S:13][C:14]=1[CH3:15])[CH:7]([CH3:9])[CH3:8].ICC. Product: [CH2:1]([C:11]1[C:10]([CH2:6][CH:7]([CH3:9])[CH3:8])=[C:14]([CH3:15])[S:13][C:12]=1[C:16]([OH:18])=[O:17])[CH3:2]. The catalyst class is: 1. (6) Reactant: [CH3:1][O:2][C:3]([C:5]1[CH:6]=[C:7]2[C:12](=[CH:13][CH:14]=1)[NH:11][CH:10]([C:15]1[CH:16]=[C:17]([CH:21]=[CH:22][CH:23]=1)[C:18](O)=[O:19])[C:9]([CH3:25])([CH3:24])[CH2:8]2)=[O:4].ON1C2C=CC=CC=2N=N1.CN(C)CCCN=C=NCC.Cl.CN1CCOCC1.[CH2:55]([N:57]1[CH2:61][CH2:60][CH2:59][CH:58]1[CH2:62][NH2:63])[CH3:56]. Product: [CH2:55]([N:57]1[CH2:61][CH2:60][CH2:59][CH:58]1[CH2:62][NH:63][C:18]([C:17]1[CH:16]=[C:15]([CH:10]2[C:9]([CH3:24])([CH3:25])[CH2:8][C:7]3[C:12](=[CH:13][CH:14]=[C:5]([C:3]([O:2][CH3:1])=[O:4])[CH:6]=3)[NH:11]2)[CH:23]=[CH:22][CH:21]=1)=[O:19])[CH3:56]. The catalyst class is: 4. (7) Reactant: C([O:3][C:4]([C:6]1[N:11]=[CH:10][C:9]([O:12][Si](C(C)C)(C(C)C)C(C)C)=[CH:8][N:7]=1)=[CH2:5])C.[Br:23]N1C(=O)CCC1=O. Product: [Br:23][CH2:3][C:4]([C:6]1[N:11]=[CH:10][C:9]([OH:12])=[CH:8][N:7]=1)=[O:5]. The catalyst class is: 30.